From a dataset of Peptide-MHC class I binding affinity with 185,985 pairs from IEDB/IMGT. Regression. Given a peptide amino acid sequence and an MHC pseudo amino acid sequence, predict their binding affinity value. This is MHC class I binding data. (1) The peptide sequence is YPWAIFHPH. The MHC is HLA-B35:01 with pseudo-sequence HLA-B35:01. The binding affinity (normalized) is 0.936. (2) The peptide sequence is FVFEATKLY. The binding affinity (normalized) is 0.733. The MHC is HLA-B15:01 with pseudo-sequence HLA-B15:01. (3) The peptide sequence is VTFKNPHAK. The MHC is HLA-A03:01 with pseudo-sequence HLA-A03:01. The binding affinity (normalized) is 0.791. (4) The binding affinity (normalized) is 0.0847. The MHC is HLA-B27:03 with pseudo-sequence HLA-B27:03. The peptide sequence is YTFTSLFSL. (5) The MHC is HLA-B40:01 with pseudo-sequence HLA-B40:01. The binding affinity (normalized) is 0.213. The peptide sequence is WLRAHPVAI. (6) The peptide sequence is ELKRQLADL. The MHC is HLA-B27:03 with pseudo-sequence HLA-B27:03. The binding affinity (normalized) is 0.0847. (7) The peptide sequence is RRFQHKDGH. The MHC is HLA-A26:01 with pseudo-sequence HLA-A26:01. The binding affinity (normalized) is 0.0847. (8) The peptide sequence is GTNGISNGI. The MHC is HLA-A32:01 with pseudo-sequence HLA-A32:01. The binding affinity (normalized) is 0.723.